This data is from Reaction yield outcomes from USPTO patents with 853,638 reactions. The task is: Predict the reaction yield, written as a fraction of the theoretical maximum amount of product (1.0 means a 100% yield; for example, 0.34 means a 34% yield). (1) The reactants are [H-].[Na+].[CH:3]1([S:6]([NH2:9])(=[O:8])=[O:7])[CH2:5][CH2:4]1.[CH3:10][C:11]1([CH3:30])[C:20]2[C:15](=[CH:16][CH:17]=[C:18]([C:21](O)=[O:22])[CH:19]=2)[NH:14][CH:13]([C:24]2[CH:25]=[N:26][CH:27]=[CH:28][CH:29]=2)[CH2:12]1.C(N1C=CN=C1)(N1C=CN=C1)=O. The catalyst is CN(C)C=O.O. The product is [CH3:10][C:11]1([CH3:30])[C:20]2[C:15](=[CH:16][CH:17]=[C:18]([C:21]([NH:9][S:6]([CH:3]3[CH2:5][CH2:4]3)(=[O:8])=[O:7])=[O:22])[CH:19]=2)[NH:14][CH:13]([C:24]2[CH:25]=[N:26][CH:27]=[CH:28][CH:29]=2)[CH2:12]1. The yield is 0.300. (2) The reactants are F[C:2]1[CH:7]=[CH:6][C:5]([S:8]([CH3:11])(=[O:10])=[O:9])=[CH:4][CH:3]=1.[OH-].[K+].[F:14][C:15]([F:25])([F:24])[O:16][C:17]1[CH:22]=[CH:21][C:20]([OH:23])=[CH:19][CH:18]=1.OP(O)(O)=O. The catalyst is O.CS(C)=O. The product is [CH3:11][S:8]([C:5]1[CH:6]=[CH:7][C:2]([O:23][C:20]2[CH:21]=[CH:22][C:17]([O:16][C:15]([F:14])([F:24])[F:25])=[CH:18][CH:19]=2)=[CH:3][CH:4]=1)(=[O:10])=[O:9]. The yield is 0.896. (3) The reactants are [NH2:1][C:2]1[CH:10]=[CH:9][CH:8]=[C:7]([F:11])[C:3]=1[C:4]([OH:6])=O.Cl.[F:13][C:14]1[CH:19]=[CH:18][CH:17]=[CH:16][C:15]=1[NH:20][NH2:21].C1C=CC2N(O)N=NC=2C=1.CN1CCOCC1.CCN=C=NCCCN(C)C.Cl. The catalyst is C1COCC1. The product is [F:13][C:14]1[CH:19]=[CH:18][CH:17]=[CH:16][C:15]=1[NH:20][NH:21][C:4](=[O:6])[C:3]1[C:7]([F:11])=[CH:8][CH:9]=[CH:10][C:2]=1[NH2:1]. The yield is 0.640. (4) The reactants are [F:1][C:2]([F:30])([F:29])[C:3]1[CH:4]=[C:5]([NH:13][C:14](=[O:28])[C:15]2[CH:20]=[C:19]([C:21]#[C:22][Si](C)(C)C)[CH:18]=[CH:17][C:16]=2[OH:27])[CH:6]=[C:7]([C:9]([F:12])([F:11])[F:10])[CH:8]=1.[OH-].[Na+].Cl. The catalyst is CO. The product is [F:1][C:2]([F:29])([F:30])[C:3]1[CH:4]=[C:5]([NH:13][C:14](=[O:28])[C:15]2[CH:20]=[C:19]([C:21]#[CH:22])[CH:18]=[CH:17][C:16]=2[OH:27])[CH:6]=[C:7]([C:9]([F:10])([F:11])[F:12])[CH:8]=1. The yield is 0.359. (5) The catalyst is C1COCC1.C(O)C. The reactants are C([O:3][C:4]([C:6]1[N:7]=[N:8][S:9][C:10]=1[NH:11][C:12]([O:14][C:15]([CH3:18])([CH3:17])[CH3:16])=[O:13])=[O:5])C.[OH-].[Li+]. The yield is 0.940. The product is [C:15]([O:14][C:12]([NH:11][C:10]1[S:9][N:8]=[N:7][C:6]=1[C:4]([OH:5])=[O:3])=[O:13])([CH3:18])([CH3:16])[CH3:17]. (6) The reactants are C(O)(C(F)(F)F)=O.[Si]([O:15][CH2:16][C@H:17]([CH3:47])[O:18][C:19]1[CH:20]=[C:21]([CH:33]=[C:34]([O:36][C:37]2[CH:42]=[CH:41][C:40]([S:43]([CH3:46])(=[O:45])=[O:44])=[CH:39][CH:38]=2)[CH:35]=1)[C:22]([NH:24][C:25]1[S:26][CH:27]=[C:28]([CH2:30][O:31][CH3:32])[N:29]=1)=[O:23])(C(C)(C)C)(C)C.C(=O)([O-])O.[Na+]. The catalyst is C(Cl)Cl.O. The product is [OH:15][CH2:16][C@H:17]([CH3:47])[O:18][C:19]1[CH:20]=[C:21]([CH:33]=[C:34]([O:36][C:37]2[CH:38]=[CH:39][C:40]([S:43]([CH3:46])(=[O:45])=[O:44])=[CH:41][CH:42]=2)[CH:35]=1)[C:22]([NH:24][C:25]1[S:26][CH:27]=[C:28]([CH2:30][O:31][CH3:32])[N:29]=1)=[O:23]. The yield is 0.560. (7) The reactants are [CH3:1][C:2]([CH3:29])([CH3:28])[CH2:3][O:4][C:5]1([C:8]2[CH:13]=[CH:12][C:11]([C:14]#[C:15][C:16]3[CH:26]=[CH:25][C:19]([C:20]([O:22]CC)=[O:21])=[CH:18][CH:17]=3)=[CH:10][C:9]=2[CH3:27])[CH2:7][CH2:6]1.[OH-].[Na+]. The catalyst is C(O)C.O1CCCC1. The product is [CH3:1][C:2]([CH3:29])([CH3:28])[CH2:3][O:4][C:5]1([C:8]2[CH:13]=[CH:12][C:11]([C:14]#[C:15][C:16]3[CH:17]=[CH:18][C:19]([C:20]([OH:22])=[O:21])=[CH:25][CH:26]=3)=[CH:10][C:9]=2[CH3:27])[CH2:7][CH2:6]1. The yield is 0.430.